Dataset: Catalyst prediction with 721,799 reactions and 888 catalyst types from USPTO. Task: Predict which catalyst facilitates the given reaction. Reactant: Br[C:2]1[CH:9]=[CH:8][C:7]([O:10][CH3:11])=[CH:6][C:3]=1[CH:4]=[O:5].[CH3:12]B1OB(C)OB(C)O1.C(=O)([O-])[O-].[K+].[K+]. Product: [CH3:11][O:10][C:7]1[CH:8]=[CH:9][C:2]([CH3:12])=[C:3]([CH:6]=1)[CH:4]=[O:5]. The catalyst class is: 77.